Task: Predict the product of the given reaction.. Dataset: Forward reaction prediction with 1.9M reactions from USPTO patents (1976-2016) (1) Given the reactants [CH3:1][C:2]1[C:3]([C:7]([O:9][CH2:10][CH3:11])=[O:8])=[CH:4][NH:5][CH:6]=1.C1C(=O)N([Br:19])C(=O)C1, predict the reaction product. The product is: [Br:19][C:6]1[NH:5][CH:4]=[C:3]([C:7]([O:9][CH2:10][CH3:11])=[O:8])[C:2]=1[CH3:1]. (2) The product is: [C:31]([O:17][CH2:16][CH2:15][N:7]([C:6]1[C:2]([Cl:1])=[N:3][N:4]([C:18]2[CH:19]=[N:20][CH:21]=[CH:22][CH:23]=2)[CH:5]=1)[C:8](=[O:14])[CH:9]([CH3:13])[CH2:10][S:11][CH3:12])(=[O:33])[CH3:32]. Given the reactants [Cl:1][C:2]1[C:6]([N:7]([CH2:15][CH2:16][OH:17])[C:8](=[O:14])[CH:9]([CH3:13])[CH2:10][S:11][CH3:12])=[CH:5][N:4]([C:18]2[CH:19]=[N:20][CH:21]=[CH:22][CH:23]=2)[N:3]=1.C(N(CC)CC)C.[C:31](Cl)(=[O:33])[CH3:32].O, predict the reaction product. (3) Given the reactants [CH2:1]([O:8][C:9]([N:11]1[CH2:15][CH:14]([C:16]2[C:24]3[C:19](=[CH:20][C:21]([F:25])=[CH:22][CH:23]=3)[NH:18][CH:17]=2)[CH:13]2[N:26]([C:29](=[O:46])[CH:30]([NH:38]C(OC(C)(C)C)=O)[CH:31]([O:33][C:34]([CH3:37])([CH3:36])[CH3:35])[CH3:32])[CH2:27][CH2:28][CH:12]12)=[O:10])[C:2]1[CH:7]=[CH:6][CH:5]=[CH:4][CH:3]=1.C(O)(C(F)(F)F)=O, predict the reaction product. The product is: [CH2:1]([O:8][C:9]([N:11]1[CH2:15][CH:14]([C:16]2[C:24]3[C:19](=[CH:20][C:21]([F:25])=[CH:22][CH:23]=3)[NH:18][CH:17]=2)[CH:13]2[N:26]([C:29](=[O:46])[CH:30]([NH2:38])[CH:31]([O:33][C:34]([CH3:36])([CH3:35])[CH3:37])[CH3:32])[CH2:27][CH2:28][CH:12]12)=[O:10])[C:2]1[CH:3]=[CH:4][CH:5]=[CH:6][CH:7]=1. (4) Given the reactants [NH2:1][C:2]1[CH:7]=[CH:6][C:5]([OH:8])=[C:4]([F:9])[CH:3]=1.[C:10]1(=O)[O:14][CH2:13][CH2:12][CH2:11]1.Cl, predict the reaction product. The product is: [F:9][C:4]1[CH:3]=[C:2]([N:1]2[CH2:10][CH2:11][CH2:12][C:13]2=[O:14])[CH:7]=[CH:6][C:5]=1[OH:8]. (5) The product is: [CH3:16][C@@H:17]1[CH2:21][CH2:22][CH2:23][N:18]1[CH2:19][CH2:25][C:29]1[CH:9]=[C:10]2[C:13](=[CH:27][CH:28]=1)[N:30]=[C:13]([C:10]1[CH:11]=[CH:12][C:7]([N:1]3[CH2:6][CH2:5][CH2:4][CH2:3][CH2:2]3)=[CH:8][CH:9]=1)[CH:14]=[CH:11]2. Given the reactants [N:1]1([C:7]2[CH:12]=[CH:11][C:10]([C:13](=O)[CH3:14])=[CH:9][CH:8]=2)[CH2:6][CH2:5][CH2:4][CH2:3][CH2:2]1.[CH3:16][C:17]1[N:18]=[C:19]([C:25]2S[CH:27]=[CH:28][CH:29]=2)S[C:21]=1[C:22](=O)[CH3:23].[NH3:30], predict the reaction product. (6) Given the reactants C(Cl)(=O)C(Cl)=O.CS(C)=O.[C:11]([O:15][C:16](=[O:26])[NH:17][C@H:18]1[CH2:23][CH2:22][CH2:21][CH2:20][C@@H:19]1[CH2:24][OH:25])([CH3:14])([CH3:13])[CH3:12].CCN(CC)CC, predict the reaction product. The product is: [C:11]([O:15][C:16](=[O:26])[NH:17][C@H:18]1[CH2:23][CH2:22][CH2:21][CH2:20][C@@H:19]1[CH:24]=[O:25])([CH3:14])([CH3:12])[CH3:13].